From a dataset of CYP3A4 inhibition data for predicting drug metabolism from PubChem BioAssay. Regression/Classification. Given a drug SMILES string, predict its absorption, distribution, metabolism, or excretion properties. Task type varies by dataset: regression for continuous measurements (e.g., permeability, clearance, half-life) or binary classification for categorical outcomes (e.g., BBB penetration, CYP inhibition). Dataset: cyp3a4_veith. (1) The drug is C[C@@H](N)Cc1cnc[nH]1. The result is 0 (non-inhibitor). (2) The drug is COc1cccc(C(=O)NC2CC3CCCC(C2)N3CC(=O)Nc2ccccc2)c1.Cl. The result is 0 (non-inhibitor). (3) The molecule is CCOC(=O)c1c(C)[nH]c(C(=O)COC(=O)c2ccccc2NC(=O)c2ccco2)c1C. The result is 1 (inhibitor). (4) The molecule is Cc1sc(NC(=O)c2ccccc2)c(C(=O)NCCN(C)C)c1C. The result is 0 (non-inhibitor).